This data is from Forward reaction prediction with 1.9M reactions from USPTO patents (1976-2016). The task is: Predict the product of the given reaction. (1) Given the reactants C(OC(=O)NC[CH:12]1[CH2:17][CH2:16][CH:15]([N:18]2[CH2:22][CH2:21][CH2:20][CH2:19]2)[CH2:14][CH2:13]1)C1C=CC=CC=1.C([O-])=O.[NH4+:27].[CH3:28]O, predict the reaction product. The product is: [N:18]1([CH:15]2[CH2:14][CH2:13][CH:12]([NH:27][CH3:28])[CH2:17][CH2:16]2)[CH2:19][CH2:20][CH2:21][CH2:22]1. (2) Given the reactants I[C:2]1[CH:7]=[CH:6][C:5]([C:8]2[CH:13]=[CH:12][C:11]([O:14][CH:15]3[CH:20]4[CH2:21][CH2:22][N:17]([CH2:18][CH2:19]4)[CH2:16]3)=[CH:10][CH:9]=2)=[CH:4][CH:3]=1.[CH2:23]([NH:30][CH3:31])[C:24]1[CH:29]=[CH:28][CH:27]=[CH:26][CH:25]=1.CC([O-])(C)C.[Na+], predict the reaction product. The product is: [N:17]12[CH2:22][CH2:21][CH:20]([CH2:19][CH2:18]1)[CH:15]([O:14][C:11]1[CH:12]=[CH:13][C:8]([C:5]3[CH:6]=[CH:7][C:2]([N:30]([CH2:23][C:24]4[CH:29]=[CH:28][CH:27]=[CH:26][CH:25]=4)[CH3:31])=[CH:3][CH:4]=3)=[CH:9][CH:10]=1)[CH2:16]2. (3) Given the reactants [CH2:1]([C@@:5]1([CH2:31][CH3:32])[NH:11][C@H:10]([C:12]2[CH:17]=[CH:16][CH:15]=[CH:14][CH:13]=2)[C:9]2[CH:18]=[C:19]([O:27][CH3:28])[C:20]([CH2:22][CH2:23][C:24](O)=[O:25])=[CH:21][C:8]=2[S:7](=[O:30])(=[O:29])[CH2:6]1)[CH2:2][CH2:3][CH3:4].CCN(C(C)C)C(C)C.CN(C(ON1N=NC2C=CC=NC1=2)=[N+](C)C)C.F[P-](F)(F)(F)(F)F.[NH2:66][CH:67]([CH2:74][C:75]([O:77][CH2:78][CH3:79])=[O:76])[CH2:68][C:69]([O:71][CH2:72][CH3:73])=[O:70], predict the reaction product. The product is: [CH2:1]([C@@:5]1([CH2:31][CH3:32])[NH:11][C@H:10]([C:12]2[CH:13]=[CH:14][CH:15]=[CH:16][CH:17]=2)[C:9]2[CH:18]=[C:19]([O:27][CH3:28])[C:20]([CH2:22][CH2:23][C:24]([NH:66][CH:67]([CH2:68][C:69]([O:71][CH2:72][CH3:73])=[O:70])[CH2:74][C:75]([O:77][CH2:78][CH3:79])=[O:76])=[O:25])=[CH:21][C:8]=2[S:7](=[O:29])(=[O:30])[CH2:6]1)[CH2:2][CH2:3][CH3:4]. (4) Given the reactants [CH3:1][O:2][C:3](=[O:35])[C:4]1[CH:13]=[CH:12][C:11]([CH2:14][N:15]2[CH:20]([C:21]3[C:26]([CH3:27])=[CH:25][CH:24]=[CH:23][N:22]=3)[CH2:19][CH2:18][CH2:17][CH:16]2[C:28]2[C:33]([CH3:34])=[CH:32][CH:31]=[CH:30][N:29]=2)=[C:6]([C:7]([O:9][CH3:10])=[O:8])[CH:5]=1, predict the reaction product. The product is: [CH3:1][O:2][C:3](=[O:35])[C:4]1[CH:13]=[CH:12][C:11]([CH2:14][N:15]2[CH:16]([C:28]3[C:33]([CH3:34])=[CH:32][CH:31]=[CH:30][N:29]=3)[CH2:17][CH2:18][CH2:19][CH:20]2[C:21]2[C:26]([CH3:27])=[CH:25][CH:24]=[CH:23][N:22]=2)=[C:6]([C:7]([O:9][CH3:10])=[O:8])[CH:5]=1.[CH3:1][O:2][C:3](=[O:35])[C:4]1[CH:13]=[CH:12][C:11]([CH2:14][N:15]2[CH:16]([C:28]3[C:33]([CH3:34])=[CH:32][CH:31]=[CH:30][N:29]=3)[CH2:17][CH2:18][CH2:19][CH:20]2[C:21]2[C:26]([CH3:27])=[CH:25][CH:24]=[CH:23][N:22]=2)=[C:6]([CH2:7][OH:8])[CH:5]=1. (5) Given the reactants [CH2:1]([O:3][C:4](=[O:15])[CH2:5][C:6]1[CH:11]=[CH:10][C:9]([N+:12]([O-])=O)=[CH:8][N:7]=1)[CH3:2].[CH3:16][C:17]1([CH3:26])[CH2:22][CH2:21][C:20](B(O)O)=[CH:19][CH2:18]1, predict the reaction product. The product is: [CH2:1]([O:3][C:4](=[O:15])[CH2:5][C:6]1[CH:11]=[CH:10][C:9]([NH2:12])=[C:8]([C:20]2[CH2:21][CH2:22][C:17]([CH3:26])([CH3:16])[CH2:18][CH:19]=2)[N:7]=1)[CH3:2]. (6) Given the reactants [C:1]([C:5]1[CH:10]=[CH:9][C:8]([C:11](=[O:13])[CH3:12])=[CH:7][CH:6]=1)([CH3:4])([CH3:3])[CH3:2].[C:14]([O:19][CH2:20][CH3:21])(=[O:18])[C:15]([O-])=[O:16], predict the reaction product. The product is: [CH3:3][C:1]([C:5]1[CH:6]=[CH:7][C:8]([C:11](=[O:13])/[CH:12]=[C:15](\[OH:16])/[C:14]([O:19][CH2:20][CH3:21])=[O:18])=[CH:9][CH:10]=1)([CH3:4])[CH3:2]. (7) Given the reactants [OH:1][CH:2](CO)[CH2:3][O:4][C:5]1[C:10]([CH3:11])=[CH:9][C:8]([C:12]2[CH:17]=[CH:16][C:15]([C:18]([O:20][CH3:21])=[O:19])=[C:14]([CH:22]([CH3:24])[CH3:23])[CH:13]=2)=[CH:7][C:6]=1[CH3:25].I([O-])(=O)(=O)=O.[Na+], predict the reaction product. The product is: [CH:2]([CH2:3][O:4][C:5]1[C:6]([CH3:25])=[CH:7][C:8]([C:12]2[CH:17]=[CH:16][C:15]([C:18]([O:20][CH3:21])=[O:19])=[C:14]([CH:22]([CH3:23])[CH3:24])[CH:13]=2)=[CH:9][C:10]=1[CH3:11])=[O:1].